From a dataset of Full USPTO retrosynthesis dataset with 1.9M reactions from patents (1976-2016). Predict the reactants needed to synthesize the given product. (1) Given the product [Cl:45][C:29]1[C:30]([NH:32][C:33]2[CH:38]=[CH:37][CH:36]=[CH:35][C:34]=2[S:39](=[O:41])(=[O:40])[N:42]([CH3:43])[CH3:44])=[N:31][C:26]([NH:1][C:2]2[CH:22]=[CH:21][C:5]3[N:6]([CH2:19][CH3:20])[C:7](=[O:18])[CH:8]([NH:11][C:12](=[O:17])[CH2:13][N:14]([CH3:15])[CH3:16])[CH2:9][CH2:10][C:4]=3[C:3]=2[O:23][CH3:24])=[N:27][CH:28]=1, predict the reactants needed to synthesize it. The reactants are: [NH2:1][C:2]1[CH:22]=[CH:21][C:5]2[N:6]([CH2:19][CH3:20])[C:7](=[O:18])[CH:8]([NH:11][C:12](=[O:17])[CH2:13][N:14]([CH3:16])[CH3:15])[CH2:9][CH2:10][C:4]=2[C:3]=1[O:23][CH3:24].Cl[C:26]1[N:31]=[C:30]([NH:32][C:33]2[CH:38]=[CH:37][CH:36]=[CH:35][C:34]=2[S:39]([N:42]([CH3:44])[CH3:43])(=[O:41])=[O:40])[C:29]([Cl:45])=[CH:28][N:27]=1.C(O)(C(F)(F)F)=O. (2) Given the product [OH:13][C:14]1[C:26]([C:27]([F:29])([F:30])[F:28])=[CH:25][CH:24]=[C:23]([CH2:31][O:32][C:33]2[CH:38]=[CH:37][C:36]([C:39]3[CH:44]=[CH:43][CH:42]=[C:41]([CH2:45][C:46]([O:48][CH3:49])=[O:47])[C:40]=3[CH3:50])=[CH:35][CH:34]=2)[C:15]=1[C:16]([O:18][C:19]([CH3:20])([CH3:21])[CH3:22])=[O:17], predict the reactants needed to synthesize it. The reactants are: N1CCCC1.C(OC([O:13][C:14]1[C:26]([C:27]([F:30])([F:29])[F:28])=[CH:25][CH:24]=[C:23]([CH2:31][O:32][C:33]2[CH:38]=[CH:37][C:36]([C:39]3[CH:44]=[CH:43][CH:42]=[C:41]([CH2:45][C:46]([O:48][CH3:49])=[O:47])[C:40]=3[CH3:50])=[CH:35][CH:34]=2)[C:15]=1[C:16]([O:18][C:19]([CH3:22])([CH3:21])[CH3:20])=[O:17])=O)(C)(C)C. (3) Given the product [CH3:24][C:21]1[N:7]2[N:8]=[C:9]([N:11]([CH3:20])[C@H:12]([C:14]3[CH:19]=[CH:18][CH:17]=[CH:16][CH:15]=3)[CH3:13])[CH:10]=[C:5]([C:3]([OH:4])=[O:2])[C:6]2=[N:23][N:22]=1, predict the reactants needed to synthesize it. The reactants are: C[O:2][C:3]([C:5]1[C:6]2[N:7]([C:21]([CH3:24])=[N:22][N:23]=2)[N:8]=[C:9]([N:11]([CH3:20])[C@H:12]([C:14]2[CH:19]=[CH:18][CH:17]=[CH:16][CH:15]=2)[CH3:13])[CH:10]=1)=[O:4].[Li+].[OH-]. (4) Given the product [C:68]([NH:72][CH2:21][CH:19]([OH:20])[CH2:18][O:17][C:14]1[CH:13]=[CH:12][C:11]([CH2:10][CH2:9][NH:8][C:6](=[O:7])[CH2:5][O:4][C:3]2[CH:22]=[CH:23][C:24]([C:26]3[CH2:31][CH2:30][C:29](=[O:32])[NH:28][N:27]=3)=[CH:25][C:2]=2[Cl:1])=[CH:16][CH:15]=1)([CH3:71])([CH3:70])[CH3:69], predict the reactants needed to synthesize it. The reactants are: [Cl:1][C:2]1[CH:25]=[C:24]([C:26]2[CH2:31][CH2:30][C:29](=[O:32])[NH:28][N:27]=2)[CH:23]=[CH:22][C:3]=1[O:4][CH2:5][C:6]([NH:8][CH2:9][CH2:10][C:11]1[CH:16]=[CH:15][C:14]([O:17][CH2:18][CH:19]2[CH2:21][O:20]2)=[CH:13][CH:12]=1)=[O:7].ClC1C=C(C2CCC(=O)NN=2)C=CC=1OCC(NCC1C=CC(OCC(O)CNC(C)C)=CC=1)=O.[C:68]([NH2:72])([CH3:71])([CH3:70])[CH3:69]. (5) Given the product [C:17]([O:20][C:21](=[O:22])[NH:15][C:5]1[CH:6]=[CH:7][C:8]([N:10]2[CH:14]=[CH:13][CH:12]=[CH:11]2)=[CH:9][C:4]=1[N+:1]([O-:3])=[O:2])([CH3:19])([CH3:18])[CH3:16], predict the reactants needed to synthesize it. The reactants are: [N+:1]([C:4]1[CH:9]=[C:8]([N:10]2[CH:14]=[CH:13][CH:12]=[CH:11]2)[CH:7]=[CH:6][C:5]=1[NH2:15])([O-:3])=[O:2].[CH3:16][C:17]([O:20][C:21](O[C:21]([O:20][C:17]([CH3:19])([CH3:18])[CH3:16])=[O:22])=[O:22])([CH3:19])[CH3:18].C(O)(C(F)(F)F)=O. (6) Given the product [CH3:20][N:8]([CH2:9][C:11]1[C:19]2[C:14](=[CH:15][CH:16]=[CH:17][CH:18]=2)[NH:13][N:12]=1)[CH3:7], predict the reactants needed to synthesize it. The reactants are: [H-].[Al+3].[Li+].[H-].[H-].[H-].[CH3:7][N:8]([CH3:20])[C:9]([C:11]1[C:19]2[C:14](=[CH:15][CH:16]=[CH:17][CH:18]=2)[NH:13][N:12]=1)=O.O.O.O.O.O.O.O.O.O.O.S([O-])([O-])(=O)=O.[Na+].[Na+].